This data is from Catalyst prediction with 721,799 reactions and 888 catalyst types from USPTO. The task is: Predict which catalyst facilitates the given reaction. (1) Reactant: Cl.[Cl:2][C:3]1[CH:8]=[CH:7][CH:6]=[CH:5][C:4]=1[C:9]([F:13])([F:12])[CH2:10][NH2:11].[S:14](N)([NH2:17])(=[O:16])=[O:15].C(N(CC)CC)C. Product: [Cl:2][C:3]1[CH:8]=[CH:7][CH:6]=[CH:5][C:4]=1[C:9]([F:12])([F:13])[CH2:10][NH:11][S:14]([NH2:17])(=[O:16])=[O:15]. The catalyst class is: 12. (2) Reactant: Br[C:2]1[C:3]([Cl:20])=[C:4]2[CH:10]=[CH:9][N:8]([S:11]([C:14]3[CH:19]=[CH:18][CH:17]=[CH:16][CH:15]=3)(=[O:13])=[O:12])[C:5]2=[N:6][CH:7]=1.[CH3:21][O:22][C:23]1[CH:24]=[C:25](B(O)O)[CH:26]=[CH:27][CH:28]=1.C([O-])([O-])=O.[K+].[K+]. Product: [Cl:20][C:3]1[C:2]([C:27]2[CH:26]=[CH:25][CH:24]=[C:23]([O:22][CH3:21])[CH:28]=2)=[CH:7][N:6]=[C:5]2[N:8]([S:11]([C:14]3[CH:19]=[CH:18][CH:17]=[CH:16][CH:15]=3)(=[O:13])=[O:12])[CH:9]=[CH:10][C:4]=12. The catalyst class is: 73. (3) Reactant: [CH2:1]([O:8][C:9]1[CH:14]=[CH:13][C:12]([C:15]2[O:16][C:17]3[C:23]([F:24])=[C:22]([OH:25])[CH:21]=[CH:20][C:18]=3[N:19]=2)=[CH:11][C:10]=1[F:26])[C:2]1[CH:7]=[CH:6][CH:5]=[CH:4][CH:3]=1.O[CH2:28][C@@H:29]([NH:31][C:32](=[O:38])OC(C)(C)C)[CH3:30].[C:39]1(P(C2C=CC=CC=2)C2C=CC=CC=2)C=CC=CC=1.C1(C)C=CC=CC=1.N(C(OC(C)C)=O)=NC(OC(C)C)=O.Cl.C(OCC)(=O)C. Product: [CH2:1]([O:8][C:9]1[CH:14]=[CH:13][C:12]([C:15]2[O:16][C:17]3[C:23]([F:24])=[C:22]([O:25][CH2:28][C@@H:29]([NH:31][C:32](=[O:38])[CH3:39])[CH3:30])[CH:21]=[CH:20][C:18]=3[N:19]=2)=[CH:11][C:10]=1[F:26])[C:2]1[CH:3]=[CH:4][CH:5]=[CH:6][CH:7]=1. The catalyst class is: 1. (4) Reactant: C1(C)C=CC(S(O)(=O)=O)=CC=1.[NH2:12][CH:13]([C:16]#[N:17])[C:14]#[N:15].[F:18][C:19]([F:31])([F:30])[O:20][C:21]1[CH:29]=[CH:28][C:24]([C:25](Cl)=[O:26])=[CH:23][CH:22]=1. Product: [C:14]([CH:13]([C:16]#[N:17])[NH:12][C:25](=[O:26])[C:24]1[CH:28]=[CH:29][C:21]([O:20][C:19]([F:18])([F:30])[F:31])=[CH:22][CH:23]=1)#[N:15]. The catalyst class is: 17. (5) Reactant: B(Br)(Br)[Br:2].Cl.[CH3:6][N:7]([CH2:9][C:10]1[S:25][C:13]2[NH:14][C:15](=[O:24])[C:16]3[CH:17]=[CH:18][CH:19]=[C:20]([O:22]C)[C:21]=3[C:12]=2[CH:11]=1)[CH3:8]. Product: [BrH:2].[CH3:8][N:7]([CH2:9][C:10]1[S:25][C:13]2[NH:14][C:15](=[O:24])[C:16]3[CH:17]=[CH:18][CH:19]=[C:20]([OH:22])[C:21]=3[C:12]=2[CH:11]=1)[CH3:6]. The catalyst class is: 4. (6) Reactant: [CH:1](I)=[CH2:2].C([Li])(C)(C)C.[F:9][C:10]([F:20])([F:19])[C:11]([C:13]1[S:17][C:16]([SH:18])=[N:15][CH:14]=1)=[O:12]. Product: [F:20][C:10]([F:9])([F:19])[C:11]([C:13]1[S:17][C:16]([SH:18])=[N:15][CH:14]=1)([OH:12])[CH:1]=[CH2:2]. The catalyst class is: 28. (7) Reactant: [CH:1]([N:3]1[C:11]2[C:6](=[CH:7][C:8]([S:12](Cl)(=[O:14])=[O:13])=[CH:9][CH:10]=2)[CH2:5][CH2:4]1)=[O:2].[CH3:16][O:17][C:18]1[CH:19]=[C:20]([CH:22]=[C:23]([O:27][CH3:28])[C:24]=1[O:25][CH3:26])[NH2:21].C(=O)(O)[O-].[Na+].C(OC)(C)(C)C. Product: [CH:1]([N:3]1[C:11]2[C:6](=[CH:7][C:8]([S:12]([NH:21][C:20]3[CH:22]=[C:23]([O:27][CH3:28])[C:24]([O:25][CH3:26])=[C:18]([O:17][CH3:16])[CH:19]=3)(=[O:14])=[O:13])=[CH:9][CH:10]=2)[CH2:5][CH2:4]1)=[O:2]. The catalyst class is: 84. (8) Reactant: Cl.[C:2]1([NH:8]N)[CH:7]=[CH:6][CH:5]=[CH:4][CH:3]=1.O=[C:11]1[CH2:16][CH:15]2[CH2:17][CH:13]([N:14]2[C:18](OC(C)(C)C)=O)[CH2:12]1.Cl. Product: [NH:8]1[CH:5]2[C:4]3[C:12]4[C:13](=[CH:17][CH:15]=[CH:16][CH:11]=4)[NH:14][C:18]=3[CH2:3][CH:2]1[CH2:7][CH2:6]2. The catalyst class is: 15. (9) Reactant: [CH2:1]([C:8]1[C:9]([NH2:22])=[N:10][CH:11]=[C:12]([C:14]2[CH:19]=[CH:18][C:17]([O:20][CH3:21])=[CH:16][CH:15]=2)[N:13]=1)[C:2]1[CH:7]=[CH:6][CH:5]=[CH:4][CH:3]=1.[CH3:23][O:24][C:25]1[CH:30]=[CH:29][C:28]([CH:31]([CH3:35])[C:32](Cl)=[O:33])=[CH:27][CH:26]=1.O. Product: [CH2:1]([C:8]1[C:9]([NH:22][C:32](=[O:33])[CH:31]([C:28]2[CH:29]=[CH:30][C:25]([O:24][CH3:23])=[CH:26][CH:27]=2)[CH3:35])=[N:10][CH:11]=[C:12]([C:14]2[CH:19]=[CH:18][C:17]([O:20][CH3:21])=[CH:16][CH:15]=2)[N:13]=1)[C:2]1[CH:7]=[CH:6][CH:5]=[CH:4][CH:3]=1. The catalyst class is: 537. (10) Reactant: [Cl:1][C:2]1[CH:3]=[C:4]([CH:7]=[C:8]([O:10][C:11]2[C:16](=[O:17])[N:15]([CH2:18][C:19]3[C:20]([O:29][CH3:30])=[N:21][C:22](S(C)(=O)=O)=[N:23][CH:24]=3)[CH:14]=[N:13][C:12]=2[C:31]([F:34])([F:33])[F:32])[CH:9]=1)[C:5]#[N:6].C[Mg+].[Br-].[CH2:38](OCC)C. Product: [Cl:1][C:2]1[CH:3]=[C:4]([CH:7]=[C:8]([O:10][C:11]2[C:16](=[O:17])[N:15]([CH2:18][C:19]3[C:20]([O:29][CH3:30])=[N:21][C:22]([CH3:38])=[N:23][CH:24]=3)[CH:14]=[N:13][C:12]=2[C:31]([F:34])([F:33])[F:32])[CH:9]=1)[C:5]#[N:6]. The catalyst class is: 1.